This data is from NCI-60 drug combinations with 297,098 pairs across 59 cell lines. The task is: Regression. Given two drug SMILES strings and cell line genomic features, predict the synergy score measuring deviation from expected non-interaction effect. (1) Drug 1: CC12CCC(CC1=CCC3C2CCC4(C3CC=C4C5=CN=CC=C5)C)O. Drug 2: C1CCN(CC1)CCOC2=CC=C(C=C2)C(=O)C3=C(SC4=C3C=CC(=C4)O)C5=CC=C(C=C5)O. Cell line: A498. Synergy scores: CSS=3.54, Synergy_ZIP=1.34, Synergy_Bliss=3.60, Synergy_Loewe=-0.543, Synergy_HSA=1.51. (2) Drug 1: C1=NC2=C(N1)C(=S)N=C(N2)N. Drug 2: CN1C(=O)N2C=NC(=C2N=N1)C(=O)N. Cell line: SK-MEL-28. Synergy scores: CSS=0.126, Synergy_ZIP=-2.75, Synergy_Bliss=-2.91, Synergy_Loewe=-12.7, Synergy_HSA=-6.09. (3) Drug 1: CC12CCC(CC1=CCC3C2CCC4(C3CC=C4C5=CN=CC=C5)C)O. Drug 2: CN(C(=O)NC(C=O)C(C(C(CO)O)O)O)N=O. Cell line: HCT116. Synergy scores: CSS=-9.10, Synergy_ZIP=-3.23, Synergy_Bliss=-17.4, Synergy_Loewe=-17.1, Synergy_HSA=-17.1. (4) Drug 1: CC12CCC3C(C1CCC2=O)CC(=C)C4=CC(=O)C=CC34C. Synergy scores: CSS=41.5, Synergy_ZIP=-0.929, Synergy_Bliss=-0.183, Synergy_Loewe=0.874, Synergy_HSA=0.762. Drug 2: C1C(C(OC1N2C=NC3=C2NC=NCC3O)CO)O. Cell line: OVCAR-5. (5) Drug 1: CNC(=O)C1=CC=CC=C1SC2=CC3=C(C=C2)C(=NN3)C=CC4=CC=CC=N4. Drug 2: CC1=C2C(C(=O)C3(C(CC4C(C3C(C(C2(C)C)(CC1OC(=O)C(C(C5=CC=CC=C5)NC(=O)C6=CC=CC=C6)O)O)OC(=O)C7=CC=CC=C7)(CO4)OC(=O)C)O)C)OC(=O)C. Cell line: A549. Synergy scores: CSS=59.1, Synergy_ZIP=12.5, Synergy_Bliss=10.8, Synergy_Loewe=-10.6, Synergy_HSA=12.5. (6) Drug 1: CC(C)NC(=O)C1=CC=C(C=C1)CNNC.Cl. Drug 2: C1CCC(C(C1)N)N.C(=O)(C(=O)[O-])[O-].[Pt+4]. Cell line: HCC-2998. Synergy scores: CSS=15.9, Synergy_ZIP=10.5, Synergy_Bliss=8.08, Synergy_Loewe=-15.8, Synergy_HSA=-0.975.